This data is from Reaction yield outcomes from USPTO patents with 853,638 reactions. The task is: Predict the reaction yield, written as a fraction of the theoretical maximum amount of product (1.0 means a 100% yield; for example, 0.34 means a 34% yield). The reactants are [Br:1][C:2]1[CH:3]=[C:4]([O:11]C)[C:5]([OH:10])=[C:6]([CH:9]=1)[CH:7]=[O:8].B(Br)(Br)Br. The catalyst is ClCCl. The product is [Br:1][C:2]1[CH:3]=[C:4]([OH:11])[C:5]([OH:10])=[C:6]([CH:9]=1)[CH:7]=[O:8]. The yield is 0.900.